Predict which catalyst facilitates the given reaction. From a dataset of Catalyst prediction with 721,799 reactions and 888 catalyst types from USPTO. Reactant: [CH3:1][C:2]1([CH3:20])[C:6]2[C:7]([O:12][C:13]3[N:18]=[CH:17][C:16]([NH2:19])=[CH:15][N:14]=3)=[CH:8][CH:9]=[C:10]([CH3:11])[C:5]=2[O:4][CH2:3]1.[CH3:21][C:22]([O:25][C:26]([NH:28][C@H:29]([CH2:33][CH3:34])[C:30](O)=[O:31])=[O:27])([CH3:24])[CH3:23].CCN(CC)CC.C(P1(=O)OP(CCC)(=O)OP(CCC)(=O)O1)CC. Product: [CH3:1][C:2]1([CH3:20])[C:6]2[C:7]([O:12][C:13]3[N:14]=[CH:15][C:16]([NH:19][C:30]([C@H:29]([NH:28][C:26](=[O:27])[O:25][C:22]([CH3:24])([CH3:23])[CH3:21])[CH2:33][CH3:34])=[O:31])=[CH:17][N:18]=3)=[CH:8][CH:9]=[C:10]([CH3:11])[C:5]=2[O:4][CH2:3]1. The catalyst class is: 13.